This data is from Human liver microsome stability data. The task is: Regression/Classification. Given a drug SMILES string, predict its absorption, distribution, metabolism, or excretion properties. Task type varies by dataset: regression for continuous measurements (e.g., permeability, clearance, half-life) or binary classification for categorical outcomes (e.g., BBB penetration, CYP inhibition). Dataset: hlm. The compound is COc1nc2ccc(Br)cc2cc1[C@@H](c1ccnc(OC)c1OC)[C@@](O)(CCN(C)C)c1cccc(C)c1. The result is 0 (unstable in human liver microsomes).